This data is from Full USPTO retrosynthesis dataset with 1.9M reactions from patents (1976-2016). The task is: Predict the reactants needed to synthesize the given product. (1) Given the product [Cl:15][C:9]1[CH:10]=[CH:11][CH:12]=[C:13]([Cl:14])[C:8]=1[C:6]([NH:5][C@H:4]([C:3]([OH:32])=[O:2])[CH2:16][C:17]1[CH:22]=[CH:21][C:20]([C:23]2[C:24](=[O:31])[N:25]([CH3:30])[CH:26]=[CH:27][C:28]=2[CH3:29])=[CH:19][CH:18]=1)=[O:7], predict the reactants needed to synthesize it. The reactants are: C[O:2][C:3](=[O:32])[C@H:4]([CH2:16][C:17]1[CH:22]=[CH:21][C:20]([C:23]2[C:24](=[O:31])[N:25]([CH3:30])[CH:26]=[CH:27][C:28]=2[CH3:29])=[CH:19][CH:18]=1)[NH:5][C:6]([C:8]1[C:13]([Cl:14])=[CH:12][CH:11]=[CH:10][C:9]=1[Cl:15])=[O:7].[OH-].[Na+]. (2) Given the product [CH3:19][CH:12]1[CH2:11][C:10]2[C:15](=[CH:16][CH:17]=[C:8]([CH2:7][CH:3]=[O:2])[CH:9]=2)[C:14](=[O:18])[O:13]1, predict the reactants needed to synthesize it. The reactants are: Cl.[O:2]1CCO[CH:3]1[CH2:7][C:8]1[CH:9]=[C:10]2[C:15](=[CH:16][CH:17]=1)[C:14](=[O:18])[O:13][CH:12]([CH3:19])[CH2:11]2.